This data is from Forward reaction prediction with 1.9M reactions from USPTO patents (1976-2016). The task is: Predict the product of the given reaction. Given the reactants [NH2:1][CH:2]([C:21]1[CH:26]=[CH:25][C:24]([Cl:27])=[CH:23][CH:22]=1)[C:3]1[N:7]([CH:8]([CH3:10])[CH3:9])[C:6]([CH:11]2[CH2:15][CH2:14][O:13][CH2:12]2)=[N:5][C:4]=1[C:16]([O:18]CC)=[O:17].Cl, predict the reaction product. The product is: [NH2:1][CH:2]([C:21]1[CH:22]=[CH:23][C:24]([Cl:27])=[CH:25][CH:26]=1)[C:3]1[N:7]([CH:8]([CH3:10])[CH3:9])[C:6]([CH:11]2[CH2:15][CH2:14][O:13][CH2:12]2)=[N:5][C:4]=1[C:16]([OH:18])=[O:17].